Dataset: Forward reaction prediction with 1.9M reactions from USPTO patents (1976-2016). Task: Predict the product of the given reaction. (1) Given the reactants [CH3:1][O:2][C:3]1[CH:4]=[C:5]2[C:10](=[CH:11][C:12]=1[O:13][CH3:14])[N:9]=[CH:8][N:7]=[C:6]2[O:15][C:16]1[CH:22]=[CH:21][C:19]([NH2:20])=[CH:18][CH:17]=1.C1(C)C=CC=CC=1.C(N(CC)CC)C.ClC(Cl)(O[C:41](=[O:47])[O:42][C:43](Cl)(Cl)Cl)Cl.[F:49][C:50]1[CH:60]=[CH:59][CH:58]=[CH:57][C:51]=1[O:52][CH2:53][CH2:54]CO, predict the reaction product. The product is: [CH3:1][O:2][C:3]1[CH:4]=[C:5]2[C:10](=[CH:11][C:12]=1[O:13][CH3:14])[N:9]=[CH:8][N:7]=[C:6]2[O:15][C:16]1[CH:22]=[CH:21][C:19]([NH:20][C:41](=[O:47])[O:42][CH2:43][CH2:54][CH2:53][O:52][C:51]2[CH:57]=[CH:58][CH:59]=[CH:60][C:50]=2[F:49])=[CH:18][CH:17]=1. (2) Given the reactants [N:1]1[CH:6]=[CH:5][CH:4]=[CH:3][C:2]=1[C:7]1[O:8][C:9]2[CH2:14][CH2:13][N:12]([C:15]3[CH:16]=[C:17]([CH:20]=[CH:21][CH:22]=3)[C:18]#[N:19])[CH2:11][C:10]=2[N:23]=1.BrC1C=C(C=C([C:33]([F:36])([F:35])[F:34])C=1)C#N, predict the reaction product. The product is: [N:1]1[CH:6]=[CH:5][CH:4]=[CH:3][C:2]=1[C:7]1[O:8][C:9]2[CH2:14][CH2:13][N:12]([C:15]3[CH:16]=[C:17]([CH:20]=[C:21]([C:33]([F:36])([F:35])[F:34])[CH:22]=3)[C:18]#[N:19])[CH2:11][C:10]=2[N:23]=1. (3) Given the reactants COC1C=C(OC)C=CC=1C[N:6]1[CH2:12][CH:11]([C:13]([OH:15])=[O:14])[C:8]2([CH2:10][CH2:9]2)[C:7]1=[O:16].C1(OC)C=CC=CC=1.FC(F)(F)C(O)=O, predict the reaction product. The product is: [O:16]=[C:7]1[NH:6][CH2:12][CH:11]([C:13]([OH:15])=[O:14])[C:8]21[CH2:9][CH2:10]2. (4) Given the reactants Cl[C:2]1[C:11]2[C:6](=[CH:7][CH:8]=[C:9]([Cl:12])[N:10]=2)[N:5]=[CH:4][C:3]=1[C:13]([CH:15]1[CH2:17][CH2:16]1)=[O:14].[C:18]([O:22][C:23](=[O:38])[NH:24][C@@H:25]1[CH2:30][CH2:29][CH2:28][N:27]([C:31]2[CH:36]=[CH:35][C:34]([NH2:37])=[CH:33][N:32]=2)[CH2:26]1)([CH3:21])([CH3:20])[CH3:19], predict the reaction product. The product is: [C:18]([O:22][C:23](=[O:38])[NH:24][C@@H:25]1[CH2:30][CH2:29][CH2:28][N:27]([C:31]2[CH:36]=[CH:35][C:34]([NH:37][C:2]3[C:11]4[C:6](=[CH:7][CH:8]=[C:9]([Cl:12])[N:10]=4)[N:5]=[CH:4][C:3]=3[C:13]([CH:15]3[CH2:17][CH2:16]3)=[O:14])=[CH:33][N:32]=2)[CH2:26]1)([CH3:21])([CH3:19])[CH3:20]. (5) Given the reactants [Br:1][C:2]1[C:3]([CH3:11])=[C:4]([CH:8]=[CH:9][CH:10]=1)[C:5]([NH2:7])=O.N1C=CC=CC=1.FC(F)(F)C(OC(=O)C(F)(F)F)=O, predict the reaction product. The product is: [Br:1][C:2]1[C:3]([CH3:11])=[C:4]([CH:8]=[CH:9][CH:10]=1)[C:5]#[N:7]. (6) Given the reactants [CH3:13][C:12]([O:11][C:9](O[C:9]([O:11][C:12]([CH3:15])([CH3:14])[CH3:13])=[O:10])=[O:10])([CH3:15])[CH3:14].Cl.NC(N)=N.[NH2:21][C:22]1[CH:27]=[CH:26][CH:25]=[CH:24][CH:23]=1, predict the reaction product. The product is: [C:22]1([NH:21][C:9](=[O:10])[O:11][C:12]([CH3:13])([CH3:14])[CH3:15])[CH:27]=[CH:26][CH:25]=[CH:24][CH:23]=1. (7) The product is: [CH2:1]([NH:3][C:4]([C:6]1[CH:7]=[C:8]2[C:13](=[CH:14][C:15]=1[O:16][CH2:32][CH:33]1[CH2:38][CH2:37][N:36]([CH3:39])[CH2:35][CH2:34]1)[N:12]=[CH:11][CH:10]=[C:9]2[O:17][C:18]1[CH:23]=[CH:22][C:21]([NH:24][C:25]([NH:27][CH2:28][CH3:29])=[O:26])=[C:20]([Cl:30])[CH:19]=1)=[O:5])[CH3:2]. Given the reactants [CH2:1]([NH:3][C:4]([C:6]1[CH:7]=[C:8]2[C:13](=[CH:14][C:15]=1[OH:16])[N:12]=[CH:11][CH:10]=[C:9]2[O:17][C:18]1[CH:23]=[CH:22][C:21]([NH:24][C:25]([NH:27][CH2:28][CH3:29])=[O:26])=[C:20]([Cl:30])[CH:19]=1)=[O:5])[CH3:2].Br[CH2:32][CH:33]1[CH2:38][CH2:37][N:36]([C:39](OC(C)(C)C)=O)[CH2:35][CH2:34]1.C(=O)([O-])[O-].[K+].[K+].C=O.C([BH3-])#N.[Na+], predict the reaction product. (8) Given the reactants C(C1O[C:6]([C:8](O)=O)=[CH:5]C=1)#N.[C:11](Cl)(=O)C(Cl)=O.FC(F)(F)[C:19]([OH:21])=[O:20].[CH:24]1([C:30]2[CH:36]=[CH:35][CH:34]=[CH:33][C:31]=2[NH2:32])[CH2:29][CH2:28][CH2:27][CH2:26][CH2:25]1.CCN(C(C)C)C(C)C, predict the reaction product. The product is: [C:6]([O:21][C:19](=[O:20])[NH:32][C:31]1[CH:33]=[CH:34][CH:35]=[CH:36][C:30]=1[CH:24]1[CH2:25][CH2:26][CH2:27][CH2:28][CH2:29]1)([CH3:5])([CH3:8])[CH3:11]. (9) Given the reactants [F:1][C:2]([F:11])([F:10])[C:3](=[O:9])[C:4]([O:6][CH2:7][CH3:8])=[O:5].C[CH:13]=[CH:14][CH2:15][Mg]Cl.[CH2:18]1COCC1, predict the reaction product. The product is: [CH2:7]([O:6][C:4](=[O:5])[C:3]([OH:9])([C:2]([F:10])([F:11])[F:1])[CH2:18][C:14]([CH3:15])=[CH2:13])[CH3:8].